From a dataset of Forward reaction prediction with 1.9M reactions from USPTO patents (1976-2016). Predict the product of the given reaction. (1) Given the reactants [Cl:1][C:2]1[C:10]2[C:5](=[CH:6][C:7]([C:11]([NH:13][CH:14]([C:24]3[CH:29]=[CH:28][CH:27]=[CH:26][N:25]=3)[CH2:15][O:16][CH2:17][CH:18]3[CH2:23][CH2:22][NH:21][CH2:20][CH2:19]3)=[O:12])=[CH:8][CH:9]=2)[NH:4][CH:3]=1.[CH3:30][C:31]([CH3:33])=O, predict the reaction product. The product is: [Cl:1][C:2]1[C:10]2[C:5](=[CH:6][C:7]([C:11]([NH:13][CH:14]([C:24]3[CH:29]=[CH:28][CH:27]=[CH:26][N:25]=3)[CH2:15][O:16][CH2:17][CH:18]3[CH2:19][CH2:20][N:21]([CH:31]([CH3:33])[CH3:30])[CH2:22][CH2:23]3)=[O:12])=[CH:8][CH:9]=2)[NH:4][CH:3]=1. (2) The product is: [Br:1][C:2]1[C:10]2[C:9]([N:25]3[CH2:26][CH2:27][CH2:28][C@H:23]([CH3:22])[CH2:24]3)=[N:8][CH:7]=[N:6][C:5]=2[N:4]([S:12]([C:15]2[CH:20]=[CH:19][C:18]([CH3:21])=[CH:17][CH:16]=2)(=[O:14])=[O:13])[CH:3]=1. Given the reactants [Br:1][C:2]1[C:10]2[C:9](Cl)=[N:8][CH:7]=[N:6][C:5]=2[N:4]([S:12]([C:15]2[CH:20]=[CH:19][C:18]([CH3:21])=[CH:17][CH:16]=2)(=[O:14])=[O:13])[CH:3]=1.[CH3:22][C@H:23]1[CH2:28][CH2:27][CH2:26][NH:25][CH2:24]1.C[C@@H]1OCCN(C2C3C(C4C=C(C=CC=4)C#N)=CNC=3N=CN=2)C1, predict the reaction product. (3) Given the reactants [Cl:1][C:2]1[C:11]2[C:6](=[CH:7][C:8]([O:12][CH3:13])=[CH:9][CH:10]=2)[C:5]([N:14]2[CH2:19][CH2:18][NH:17][CH2:16][CH2:15]2)=[CH:4][N:3]=1.FC(F)(F)S(O[CH2:26][CH:27]([F:29])[F:28])(=O)=O.C(=O)([O-])[O-].[Na+].[Na+], predict the reaction product. The product is: [Cl:1][C:2]1[C:11]2[C:6](=[CH:7][C:8]([O:12][CH3:13])=[CH:9][CH:10]=2)[C:5]([N:14]2[CH2:19][CH2:18][N:17]([CH2:26][CH:27]([F:29])[F:28])[CH2:16][CH2:15]2)=[CH:4][N:3]=1.